This data is from Full USPTO retrosynthesis dataset with 1.9M reactions from patents (1976-2016). The task is: Predict the reactants needed to synthesize the given product. (1) The reactants are: [F:1][C:2]1[CH:3]=[CH:4][C:5]([O:25][CH2:26][C:27]2[CH:32]=[C:31]([CH3:33])[CH:30]=[CH:29][N:28]=2)=[C:6]([C:8]2[CH:17]=[C:16]3[C:11]([CH2:12][CH2:13][N:14](C(OC(C)(C)C)=O)[CH2:15]3)=[CH:10][CH:9]=2)[CH:7]=1.Cl.C(OCC)(=O)C.[OH-].[Na+]. Given the product [F:1][C:2]1[CH:3]=[CH:4][C:5]([O:25][CH2:26][C:27]2[CH:32]=[C:31]([CH3:33])[CH:30]=[CH:29][N:28]=2)=[C:6]([C:8]2[CH:17]=[C:16]3[C:11]([CH2:12][CH2:13][NH:14][CH2:15]3)=[CH:10][CH:9]=2)[CH:7]=1, predict the reactants needed to synthesize it. (2) Given the product [F:3][C:4]1[CH:37]=[C:36]([F:38])[CH:35]=[CH:34][C:5]=1[CH:6]([OH:7])[CH:8]1[CH2:9][CH2:10][N:11]([C:14]([C@@H:16]([NH:20][C:21]([C:23]2[C:32]([OH:33])=[N:31][C:30]3[C:25](=[CH:26][CH:27]=[CH:28][CH:29]=3)[N:24]=2)=[O:22])[CH:17]([CH3:18])[CH3:19])=[O:15])[CH2:12][CH2:13]1, predict the reactants needed to synthesize it. The reactants are: [BH4-].[Na+].[F:3][C:4]1[CH:37]=[C:36]([F:38])[CH:35]=[CH:34][C:5]=1[C:6]([CH:8]1[CH2:13][CH2:12][N:11]([C:14]([C@@H:16]([NH:20][C:21]([C:23]2[C:32]([OH:33])=[N:31][C:30]3[C:25](=[CH:26][CH:27]=[CH:28][CH:29]=3)[N:24]=2)=[O:22])[CH:17]([CH3:19])[CH3:18])=[O:15])[CH2:10][CH2:9]1)=[O:7]. (3) Given the product [ClH:13].[S:1]1[C:5]2[CH:6]=[CH:7][CH:8]=[CH:9][C:4]=2[C:3]([C:10]([N:29]2[CH2:30][CH2:31][CH:26]([N:22]3[CH2:23][CH2:24][CH2:25][C:19]4([C:18](=[O:32])[O:17][C:16]([CH3:15])([CH3:33])[CH2:20]4)[CH2:21]3)[CH2:27][CH2:28]2)=[O:12])=[CH:2]1, predict the reactants needed to synthesize it. The reactants are: [S:1]1[C:5]2[CH:6]=[CH:7][CH:8]=[CH:9][C:4]=2[C:3]([C:10]([OH:12])=O)=[CH:2]1.[ClH:13].Cl.[CH3:15][C:16]1([CH3:33])[CH2:20][C:19]2([CH2:25][CH2:24][CH2:23][N:22]([CH:26]3[CH2:31][CH2:30][NH:29][CH2:28][CH2:27]3)[CH2:21]2)[C:18](=[O:32])[O:17]1. (4) Given the product [Cl:1][C:2]1[CH:3]=[CH:4][N:5]2[C:10]=1[C:9](=[O:11])[N:8]([C:12]1[CH:17]=[CH:16][CH:15]=[C:14]([F:18])[CH:13]=1)[C:7]([C@@H:19]1[CH2:23][C@H:22]([C:42]#[N:43])[CH2:21][N:20]1[C:35]([O:37][C:38]([CH3:39])([CH3:41])[CH3:40])=[O:36])=[N:6]2, predict the reactants needed to synthesize it. The reactants are: [Cl:1][C:2]1[CH:3]=[CH:4][N:5]2[C:10]=1[C:9](=[O:11])[N:8]([C:12]1[CH:17]=[CH:16][CH:15]=[C:14]([F:18])[CH:13]=1)[C:7]([C@@H:19]1[CH2:23][C@@H:22](OS(C3C=CC(C)=CC=3)(=O)=O)[CH2:21][N:20]1[C:35]([O:37][C:38]([CH3:41])([CH3:40])[CH3:39])=[O:36])=[N:6]2.[C-:42]#[N:43].[Na+].O. (5) Given the product [O:1]1[C:5]2[CH:6]=[CH:7][C:8]([C:10]([C:12]3[CH:13]=[CH:14][CH:15]=[CH:16][CH:17]=3)=[O:11])=[CH:9][C:4]=2[CH:3]=[CH:2]1, predict the reactants needed to synthesize it. The reactants are: [O:1]1[C:5]2[CH:6]=[CH:7][C:8]([CH:10]([C:12]3[CH:17]=[CH:16][CH:15]=[CH:14][CH:13]=3)[OH:11])=[CH:9][C:4]=2[CH:3]=[CH:2]1.C(N(CC)CC)C.C(Cl)Cl.CS(C)=O. (6) Given the product [C:18]([NH:1][C:2]1[S:3][CH:4]=[C:5]([C:11]2[CH:16]=[CH:15][C:14]([Cl:17])=[CH:13][CH:12]=2)[C:6]=1[C:7]([O:9][CH3:10])=[O:8])(=[O:25])[C:19]1[CH:24]=[CH:23][CH:22]=[CH:21][CH:20]=1, predict the reactants needed to synthesize it. The reactants are: [NH2:1][C:2]1[S:3][CH:4]=[C:5]([C:11]2[CH:16]=[CH:15][C:14]([Cl:17])=[CH:13][CH:12]=2)[C:6]=1[C:7]([O:9][CH3:10])=[O:8].[C:18](Cl)(=[O:25])[C:19]1[CH:24]=[CH:23][CH:22]=[CH:21][CH:20]=1.N1C=CC=CC=1. (7) Given the product [O:3]1[C:4]2[C:5](=[CH:26][CH:27]=[CH:28][CH:29]=2)[CH:6]=[CH:7][C:8]1=[O:9], predict the reactants needed to synthesize it. The reactants are: BrC1[C:8](=[O:9])[CH:7]=[C:6](C2C=CC(OC)=C(NC(=O)OC(C)(C)C)C=2)[C:5]2[CH:26]=[C:27](OC)[C:28](OC)=[C:29](OC)[C:4]=2[O:3]1.[N-]=[N+]=[N-].[Na+]. (8) Given the product [CH2:20]([O:19][C:17](=[O:18])[NH:1][CH2:2][C@H:3]([C:7]1[CH:8]=[CH:9][C:10]([F:13])=[CH:11][CH:12]=1)[CH2:4][CH2:5][OH:6])[CH3:21], predict the reactants needed to synthesize it. The reactants are: [NH2:1][CH2:2][C@H:3]([C:7]1[CH:12]=[CH:11][C:10]([F:13])=[CH:9][CH:8]=1)[CH2:4][CH2:5][OH:6].[OH-].[Na+].Cl[C:17]([O:19][CH2:20][CH3:21])=[O:18].